This data is from Forward reaction prediction with 1.9M reactions from USPTO patents (1976-2016). The task is: Predict the product of the given reaction. (1) Given the reactants [Br:1][C:2]1[N:7]=[C:6]([C:8]([OH:16])([CH3:15])[CH2:9]OS(C)(=O)=O)[C:5]([F:17])=[CH:4][CH:3]=1.[Cl-].[NH4+].[N-:20]=[N+:21]=[N-:22].[Na+], predict the reaction product. The product is: [N:20]([CH2:9][C:8]([C:6]1[C:5]([F:17])=[CH:4][CH:3]=[C:2]([Br:1])[N:7]=1)([OH:16])[CH3:15])=[N+:21]=[N-:22]. (2) Given the reactants Br[C:2]1[CH:7]=[C:6]([S:8]([CH2:11][CH2:12][CH3:13])(=[O:10])=[O:9])[CH:5]=[CH:4][C:3]=1[F:14].[C:15]([O:19][C:20](=[O:32])[CH2:21][O:22][C:23]1[CH:28]=[CH:27][C:26]([Cl:29])=[CH:25][C:24]=1[C:30]#[CH:31])([CH3:18])([CH3:17])[CH3:16], predict the reaction product. The product is: [C:15]([O:19][C:20](=[O:32])[CH2:21][O:22][C:23]1[CH:28]=[CH:27][C:26]([Cl:29])=[CH:25][C:24]=1[C:30]#[C:31][C:2]1[CH:7]=[C:6]([S:8]([CH2:11][CH2:12][CH3:13])(=[O:10])=[O:9])[CH:5]=[CH:4][C:3]=1[F:14])([CH3:18])([CH3:17])[CH3:16]. (3) Given the reactants [F:1][C:2]([F:33])([F:32])[C:3]1[CH:27]=[C:26]([C:28]([F:31])([F:30])[F:29])[CH:25]=[CH:24][C:4]=1[CH2:5][N:6]1[CH2:11][CH2:10][CH:9](/[CH:12]=[C:13]2/[C:14]([NH:19][CH:20]3[CH2:23][O:22][CH2:21]3)=[N:15][C:16](=[O:18])[S:17]/2)[CH2:8][CH2:7]1.[C:34]([OH:41])(=[O:40])/[CH:35]=[CH:36]/[C:37]([OH:39])=[O:38], predict the reaction product. The product is: [C:34]([OH:41])(=[O:40])/[CH:35]=[CH:36]/[C:37]([OH:39])=[O:38].[F:32][C:2]([F:1])([F:33])[C:3]1[CH:27]=[C:26]([C:28]([F:29])([F:30])[F:31])[CH:25]=[CH:24][C:4]=1[CH2:5][N:6]1[CH2:11][CH2:10][CH:9](/[CH:12]=[C:13]2/[C:14]([NH:19][CH:20]3[CH2:21][O:22][CH2:23]3)=[N:15][C:16](=[O:18])[S:17]/2)[CH2:8][CH2:7]1. (4) Given the reactants Br[C:2]1[C:10]([CH3:11])=[CH:9][CH:8]=[CH:7][C:3]=1[C:4]([OH:6])=[O:5].CCCCCCC.[Li]CCCC.CCCCCC.[C:30](Cl)(=[O:34])[CH:31]([CH3:33])[CH3:32], predict the reaction product. The product is: [C:30]([C:2]1[C:10]([CH3:11])=[CH:9][CH:8]=[CH:7][C:3]=1[C:4]([OH:6])=[O:5])(=[O:34])[CH:31]([CH3:33])[CH3:32]. (5) Given the reactants [C:1]1([CH2:7][N:8]2[C:20]3[CH:19]=[CH:18][CH:17]=[C:16]([O:21][CH2:22][C:23]([O:25]C)=[O:24])[C:15]=3[C:14]3[C:9]2=[CH:10][CH:11]=[CH:12][C:13]=3[C:27](=[O:29])[NH2:28])[CH:6]=[CH:5][CH:4]=[CH:3][CH:2]=1.[OH-].[Na+], predict the reaction product. The product is: [C:1]1([CH2:7][N:8]2[C:20]3[CH:19]=[CH:18][CH:17]=[C:16]([O:21][CH2:22][C:23]([OH:25])=[O:24])[C:15]=3[C:14]3[C:9]2=[CH:10][CH:11]=[CH:12][C:13]=3[C:27](=[O:29])[NH2:28])[CH:6]=[CH:5][CH:4]=[CH:3][CH:2]=1. (6) Given the reactants Cl[C:2]1[N:7]=[CH:6][N:5]=[C:4]([N:8]2[C:16]3[C:11](=[CH:12][CH:13]=[CH:14][CH:15]=3)[C:10]([C:17]([NH2:19])=[O:18])=[N:9]2)[CH:3]=1.[C:20]([C@:22]1([OH:29])[CH2:26][CH2:25][N:24]([CH3:27])[C:23]1=[O:28])#[CH:21], predict the reaction product. The product is: [OH:29][C@@:22]1([C:20]#[C:21][C:2]2[N:7]=[CH:6][N:5]=[C:4]([N:8]3[C:16]4[C:11](=[CH:12][CH:13]=[CH:14][CH:15]=4)[C:10]([C:17]([NH2:19])=[O:18])=[N:9]3)[CH:3]=2)[CH2:26][CH2:25][N:24]([CH3:27])[C:23]1=[O:28].